From a dataset of NCI-60 drug combinations with 297,098 pairs across 59 cell lines. Regression. Given two drug SMILES strings and cell line genomic features, predict the synergy score measuring deviation from expected non-interaction effect. (1) Drug 1: C1C(C(OC1N2C=C(C(=O)NC2=O)F)CO)O. Drug 2: CC1C(C(CC(O1)OC2CC(OC(C2O)C)OC3=CC4=CC5=C(C(=O)C(C(C5)C(C(=O)C(C(C)O)O)OC)OC6CC(C(C(O6)C)O)OC7CC(C(C(O7)C)O)OC8CC(C(C(O8)C)O)(C)O)C(=C4C(=C3C)O)O)O)O. Cell line: CAKI-1. Synergy scores: CSS=59.8, Synergy_ZIP=-1.43, Synergy_Bliss=-2.88, Synergy_Loewe=0.421, Synergy_HSA=0.630. (2) Drug 1: CS(=O)(=O)C1=CC(=C(C=C1)C(=O)NC2=CC(=C(C=C2)Cl)C3=CC=CC=N3)Cl. Drug 2: C1=NNC2=C1C(=O)NC=N2. Cell line: SF-539. Synergy scores: CSS=10.2, Synergy_ZIP=-1.62, Synergy_Bliss=2.44, Synergy_Loewe=0.955, Synergy_HSA=2.74. (3) Drug 1: CC12CCC3C(C1CCC2=O)CC(=C)C4=CC(=O)C=CC34C. Drug 2: CC1CCCC2(C(O2)CC(NC(=O)CC(C(C(=O)C(C1O)C)(C)C)O)C(=CC3=CSC(=N3)C)C)C. Cell line: MOLT-4. Synergy scores: CSS=56.2, Synergy_ZIP=-0.439, Synergy_Bliss=-0.580, Synergy_Loewe=-1.30, Synergy_HSA=-1.19. (4) Drug 1: C(=O)(N)NO. Drug 2: C1CC(=O)NC(=O)C1N2C(=O)C3=CC=CC=C3C2=O. Cell line: SW-620. Synergy scores: CSS=7.19, Synergy_ZIP=-2.82, Synergy_Bliss=-1.85, Synergy_Loewe=-0.787, Synergy_HSA=-1.80. (5) Drug 1: CS(=O)(=O)C1=CC(=C(C=C1)C(=O)NC2=CC(=C(C=C2)Cl)C3=CC=CC=N3)Cl. Drug 2: CS(=O)(=O)CCNCC1=CC=C(O1)C2=CC3=C(C=C2)N=CN=C3NC4=CC(=C(C=C4)OCC5=CC(=CC=C5)F)Cl. Cell line: NCI-H522. Synergy scores: CSS=10.9, Synergy_ZIP=-5.56, Synergy_Bliss=-2.46, Synergy_Loewe=-10.2, Synergy_HSA=-3.76. (6) Drug 1: CN(CC1=CN=C2C(=N1)C(=NC(=N2)N)N)C3=CC=C(C=C3)C(=O)NC(CCC(=O)O)C(=O)O. Drug 2: C1C(C(OC1N2C=NC(=NC2=O)N)CO)O. Cell line: HOP-62. Synergy scores: CSS=10.5, Synergy_ZIP=-0.458, Synergy_Bliss=3.14, Synergy_Loewe=5.61, Synergy_HSA=3.98. (7) Drug 1: CC1=C(C(CCC1)(C)C)C=CC(=CC=CC(=CC(=O)O)C)C. Drug 2: C1=NC(=NC(=O)N1C2C(C(C(O2)CO)O)O)N. Cell line: UO-31. Synergy scores: CSS=29.4, Synergy_ZIP=-8.15, Synergy_Bliss=1.23, Synergy_Loewe=-13.8, Synergy_HSA=-0.638.